This data is from Peptide-MHC class I binding affinity with 185,985 pairs from IEDB/IMGT. The task is: Regression. Given a peptide amino acid sequence and an MHC pseudo amino acid sequence, predict their binding affinity value. This is MHC class I binding data. (1) The peptide sequence is LSLSLGAHQK. The MHC is HLA-B08:01 with pseudo-sequence HLA-B08:01. The binding affinity (normalized) is 0. (2) The peptide sequence is RYICPVQQI. The MHC is HLA-A11:01 with pseudo-sequence HLA-A11:01. The binding affinity (normalized) is 0. (3) The peptide sequence is ALVEICTEMEK. The MHC is HLA-A02:03 with pseudo-sequence HLA-A02:03. The binding affinity (normalized) is 0.231.